This data is from Catalyst prediction with 721,799 reactions and 888 catalyst types from USPTO. The task is: Predict which catalyst facilitates the given reaction. (1) Reactant: [N:1]1([CH2:6][CH2:7][CH2:8][NH:9]C(=O)OC(C)(C)C)[CH:5]=[CH:4][CH:3]=[N:2]1.[ClH:17]. Product: [ClH:17].[N:1]1([CH2:6][CH2:7][CH2:8][NH2:9])[CH:5]=[CH:4][CH:3]=[N:2]1. The catalyst class is: 7. (2) Reactant: [N:1]1[CH:6]=[CH:5][C:4]([NH:7][C:8]([N:10]2[CH2:13][CH:12]([O:14][C:15]3[CH:20]=[CH:19][C:18](I)=[CH:17][N:16]=3)[CH2:11]2)=[O:9])=[N:3][CH:2]=1.[C:22](=[O:25])([O-])[O-].[K+].[K+].[OH-].[Na+].[CH2:30]1[CH2:34][O:33][CH2:32][CH2:31]1.O. Product: [N:1]1[CH:6]=[CH:5][C:4]([NH:7][C:8]([N:10]2[CH2:13][CH:12]([O:14][C:15]3[CH:20]=[CH:19][C:18]([C:18]4[CH:19]=[CH:20][CH:31]=[C:32]([O:33][CH2:34][CH2:30][O:25][CH3:22])[CH:17]=4)=[CH:17][N:16]=3)[CH2:11]2)=[O:9])=[N:3][CH:2]=1. The catalyst class is: 866. (3) Reactant: [F:1][C:2]1[CH:7]=[CH:6][CH:5]=[C:4]([F:8])[C:3]=1[N:9]1[C:14]2[N:15]=[C:16](S(C)(=O)=O)[N:17]=[C:18]([C:19]3[CH:20]=[C:21]([NH:26][C:27](=[O:36])[C:28]4[CH:33]=[CH:32][C:31]([CH3:34])=[C:30]([F:35])[CH:29]=4)[CH:22]=[CH:23][C:24]=3[CH3:25])[C:13]=2[CH2:12][NH:11][C:10]1=[O:41].[CH3:42][NH:43][CH3:44]. Product: [F:1][C:2]1[CH:7]=[CH:6][CH:5]=[C:4]([F:8])[C:3]=1[N:9]1[C:14]2[N:15]=[C:16]([N:43]([CH3:44])[CH3:42])[N:17]=[C:18]([C:19]3[CH:20]=[C:21]([NH:26][C:27](=[O:36])[C:28]4[CH:33]=[CH:32][C:31]([CH3:34])=[C:30]([F:35])[CH:29]=4)[CH:22]=[CH:23][C:24]=3[CH3:25])[C:13]=2[CH2:12][NH:11][C:10]1=[O:41]. The catalyst class is: 49. (4) Reactant: [C:9](O[C:9]([O:11][C:12]([CH3:15])([CH3:14])[CH3:13])=[O:10])([O:11][C:12]([CH3:15])([CH3:14])[CH3:13])=[O:10].[Cl:16][C:17]1[C:22]2[CH:23]=[CH:24][NH:25][C:21]=2[CH:20]=[CH:19][N:18]=1. Product: [Cl:16][C:17]1[C:22]2[CH:23]=[CH:24][N:25]([C:9]([O:11][C:12]([CH3:13])([CH3:14])[CH3:15])=[O:10])[C:21]=2[CH:20]=[CH:19][N:18]=1. The catalyst class is: 594.